From a dataset of NCI-60 drug combinations with 297,098 pairs across 59 cell lines. Regression. Given two drug SMILES strings and cell line genomic features, predict the synergy score measuring deviation from expected non-interaction effect. (1) Cell line: HCC-2998. Drug 1: CC=C1C(=O)NC(C(=O)OC2CC(=O)NC(C(=O)NC(CSSCCC=C2)C(=O)N1)C(C)C)C(C)C. Synergy scores: CSS=14.6, Synergy_ZIP=5.90, Synergy_Bliss=5.48, Synergy_Loewe=-3.96, Synergy_HSA=-2.53. Drug 2: C1=NC2=C(N1)C(=S)N=CN2. (2) Drug 1: C1=CC(=CC=C1C#N)C(C2=CC=C(C=C2)C#N)N3C=NC=N3. Drug 2: CC(C)(C#N)C1=CC(=CC(=C1)CN2C=NC=N2)C(C)(C)C#N. Cell line: HOP-62. Synergy scores: CSS=9.73, Synergy_ZIP=-1.47, Synergy_Bliss=1.76, Synergy_Loewe=3.23, Synergy_HSA=1.41. (3) Drug 1: CCCCCOC(=O)NC1=NC(=O)N(C=C1F)C2C(C(C(O2)C)O)O. Drug 2: C(CN)CNCCSP(=O)(O)O. Cell line: SF-268. Synergy scores: CSS=-1.39, Synergy_ZIP=0.261, Synergy_Bliss=-0.170, Synergy_Loewe=-3.61, Synergy_HSA=-2.63. (4) Synergy scores: CSS=9.68, Synergy_ZIP=1.66, Synergy_Bliss=4.69, Synergy_Loewe=-22.9, Synergy_HSA=4.75. Drug 2: C1CC(=O)NC(=O)C1N2CC3=C(C2=O)C=CC=C3N. Cell line: TK-10. Drug 1: CN1CCC(CC1)COC2=C(C=C3C(=C2)N=CN=C3NC4=C(C=C(C=C4)Br)F)OC. (5) Drug 1: C1=C(C(=O)NC(=O)N1)N(CCCl)CCCl. Drug 2: CC(C)(C#N)C1=CC(=CC(=C1)CN2C=NC=N2)C(C)(C)C#N. Cell line: CCRF-CEM. Synergy scores: CSS=47.3, Synergy_ZIP=-1.58, Synergy_Bliss=-1.01, Synergy_Loewe=-0.276, Synergy_HSA=0.338.